This data is from Full USPTO retrosynthesis dataset with 1.9M reactions from patents (1976-2016). The task is: Predict the reactants needed to synthesize the given product. (1) Given the product [CH:11](/[C:3]1[O:4][C:5]2[CH:10]=[CH:9][CH:8]=[CH:7][C:6]=2[C:2]=1[SH:1])=[CH:18]\[CH:13]=[CH:14]\[CH3:15], predict the reactants needed to synthesize it. The reactants are: [SH:1][C:2]1[C:6]2[CH:7]=[CH:8][CH:9]=[CH:10][C:5]=2[O:4][C:3]=1[CH:11]=O.[C:13]1(P([C:13]2[CH:18]=CC=[CH:15][CH:14]=2)[C:13]2[CH:18]=CC=[CH:15][CH:14]=2)[CH:18]=CC=[CH:15][CH:14]=1.C([Li])CCC. (2) Given the product [N+:1]([C:4]1[CH:5]=[C:6]([CH:10]=[CH:11][C:12]=1[C:13]([F:14])([F:15])[F:16])[C:7]([O:9][CH2:22][CH3:23])=[O:8])([O-:3])=[O:2], predict the reactants needed to synthesize it. The reactants are: [N+:1]([C:4]1[CH:5]=[C:6]([CH:10]=[CH:11][C:12]=1[C:13]([F:16])([F:15])[F:14])[C:7]([OH:9])=[O:8])([O-:3])=[O:2].S(=O)(=O)(O)O.[CH2:22](O)[CH3:23]. (3) Given the product [C:8]([C:10]1[CH:11]=[CH:12][C:13]([CH2:16][N:17]2[CH2:18][CH2:19][N:37]([CH3:36])[CH2:20][CH2:21]2)=[CH:14][CH:15]=1)#[CH:7], predict the reactants needed to synthesize it. The reactants are: FC1C=C(C(N)=O)C2O[C:8]([C:10]3[CH:15]=[CH:14][C:13]([CH2:16][N:17]4[CH2:21][CH2:20][CH2:19][CH2:18]4)=[CH:12][CH:11]=3)=[CH:7]C=2C=1.C(C1C=CC(C=O)=CC=1)#C.[CH3:36][N:37]1CCNCC1. (4) Given the product [C:1]([Si:5]([CH3:24])([CH3:23])[O:6][C:7]1[CH:16]=[C:15]2[C:10]([C:11]3[CH2:22][CH2:21][CH2:20][CH2:19][CH2:18][C:12]=3[C:13](=[O:17])[O:14]2)=[CH:9][CH:8]=1)([CH3:4])([CH3:3])[CH3:2], predict the reactants needed to synthesize it. The reactants are: [C:1]([Si:5]([CH3:24])([CH3:23])[O:6][C:7]1[CH:16]=[C:15]2[C:10]([C:11]3[CH2:22][CH2:21][CH:20]=[CH:19][CH2:18][C:12]=3[C:13](=[O:17])[O:14]2)=[CH:9][CH:8]=1)([CH3:4])([CH3:3])[CH3:2].[H][H]. (5) Given the product [CH2:1]([NH:8][CH2:9][CH:10]([CH2:21][O:22][Si:34]([C:30]([CH3:33])([CH3:32])[CH3:31])([CH3:36])[CH3:35])[CH:11]([C:13]1[CH:18]=[CH:17][C:16]([Cl:19])=[C:15]([F:20])[CH:14]=1)[OH:12])[C:2]1[CH:7]=[CH:6][CH:5]=[CH:4][CH:3]=1, predict the reactants needed to synthesize it. The reactants are: [CH2:1]([NH:8][CH2:9][CH:10]([CH2:21][OH:22])[CH:11]([C:13]1[CH:18]=[CH:17][C:16]([Cl:19])=[C:15]([F:20])[CH:14]=1)[OH:12])[C:2]1[CH:7]=[CH:6][CH:5]=[CH:4][CH:3]=1.C(N(CC)CC)C.[C:30]([Si:34](Cl)([CH3:36])[CH3:35])([CH3:33])([CH3:32])[CH3:31]. (6) Given the product [NH2:10][C:11]1[CH:16]=[C:15]([C:2]2[CH:7]=[CH:6][N:5]=[C:4]([NH2:8])[CH:3]=2)[CH:14]=[CH:13][CH:12]=1, predict the reactants needed to synthesize it. The reactants are: Br[C:2]1[CH:7]=[CH:6][N:5]=[C:4]([NH2:8])[CH:3]=1.O.[NH2:10][C:11]1[CH:12]=[C:13](B(O)O)[CH:14]=[CH:15][CH:16]=1.C([O-])([O-])=O.[K+].[K+]. (7) Given the product [O:41]1[C:42]2[C:47](=[CH:46][CH:45]=[CH:44][CH:43]=2)[CH2:48][CH:39]([CH2:38][O:26][C:22]2[CH:21]=[C:20]([C@H:9]([OH:8])[CH2:10][CH2:11][NH:12][C:13](=[O:19])[O:14][C:15]([CH3:18])([CH3:17])[CH3:16])[CH:25]=[CH:24][CH:23]=2)[CH2:40]1, predict the reactants needed to synthesize it. The reactants are: C1(O)C=CC=CC=1.[OH:8][C@@H:9]([C:20]1[CH:25]=[CH:24][CH:23]=[C:22]([OH:26])[CH:21]=1)[CH2:10][CH2:11][NH:12][C:13](=[O:19])[O:14][C:15]([CH3:18])([CH3:17])[CH3:16].CC1C=CC(S(O[CH2:38][CH:39]2[CH2:48][C:47]3[C:42](=[CH:43][CH:44]=[CH:45][CH:46]=3)[O:41][CH2:40]2)(=O)=O)=CC=1.